Dataset: Reaction yield outcomes from USPTO patents with 853,638 reactions. Task: Predict the reaction yield, written as a fraction of the theoretical maximum amount of product (1.0 means a 100% yield; for example, 0.34 means a 34% yield). (1) The reactants are [CH:1]1([C:4]2[O:5][C:6]3[C:7](=[C:9]([C:20]#[N:21])[C:10]([CH3:19])=[C:11]([C:14]([O:16]CC)=[CH2:15])[C:12]=3[F:13])[N:8]=2)[CH2:3][CH2:2]1.O.[Br:23]N1C(=O)CCC1=O. The catalyst is O1CCCC1. The product is [Br:23][CH2:16][C:14]([C:11]1[C:12]([F:13])=[C:6]2[O:5][C:4]([CH:1]3[CH2:3][CH2:2]3)=[N:8][C:7]2=[C:9]([C:20]#[N:21])[C:10]=1[CH3:19])=[O:15]. The yield is 0.950. (2) The catalyst is CN(C)C=O.Cl[Pd](Cl)([P](C1C=CC=CC=1)(C1C=CC=CC=1)C1C=CC=CC=1)[P](C1C=CC=CC=1)(C1C=CC=CC=1)C1C=CC=CC=1. The reactants are Br[C:2]1[N:7]=[C:6]2[N:8]([CH2:13][CH2:14][O:15][CH3:16])[C:9](=[O:12])[CH2:10][NH:11][C:5]2=[N:4][CH:3]=1.C[Sn](C)(C)[C:19]1[CH:20]=[CH:21][C:22]([C:25]([OH:28])([CH3:27])[CH3:26])=[N:23][CH:24]=1. The yield is 0.380. The product is [OH:28][C:25]([C:22]1[N:23]=[CH:24][C:19]([C:2]2[N:7]=[C:6]3[N:8]([CH2:13][CH2:14][O:15][CH3:16])[C:9](=[O:12])[CH2:10][NH:11][C:5]3=[N:4][CH:3]=2)=[CH:20][CH:21]=1)([CH3:27])[CH3:26]. (3) The reactants are Br.[CH2:2]([S:4][C:5](=[NH:7])[NH2:6])[CH3:3].[C:8]([N+:12]#[C-:13])([CH3:11])([CH3:10])[CH3:9].C1CCN2C(=NCCC2)CC1.[C:25](N1C=CN=C1)(N1C=CN=C1)=[O:26].Cl.CN(C=[O:42])C. No catalyst specified. The product is [CH2:2]([S:4][C:5]1[NH:6][C:25](=[O:26])[N:12]([C:8]([CH3:11])([CH3:10])[CH3:9])[C:13](=[O:42])[N:7]=1)[CH3:3]. The yield is 0.500.